From a dataset of Peptide-MHC class I binding affinity with 185,985 pairs from IEDB/IMGT. Regression. Given a peptide amino acid sequence and an MHC pseudo amino acid sequence, predict their binding affinity value. This is MHC class I binding data. (1) The peptide sequence is YIVGYFALM. The MHC is HLA-A26:02 with pseudo-sequence HLA-A26:02. The binding affinity (normalized) is 0.898. (2) The peptide sequence is DLIEWAMEK. The MHC is HLA-A11:01 with pseudo-sequence HLA-A11:01. The binding affinity (normalized) is 0. (3) The peptide sequence is LSISWDLNSI. The binding affinity (normalized) is 0.111. The MHC is H-2-Db with pseudo-sequence H-2-Db.